Dataset: Forward reaction prediction with 1.9M reactions from USPTO patents (1976-2016). Task: Predict the product of the given reaction. (1) Given the reactants [C:1](OC)(=O)[CH2:2][SH:3].C(=O)([O-])[O-].[K+].[K+].[Br:13][C:14]1[CH:21]=[C:20]([CH3:22])[CH:19]=[C:18](Br)[C:15]=1C=O.Cl, predict the reaction product. The product is: [Br:13][C:14]1[C:15]2[CH:18]=[CH:19][S:3][C:2]=2[CH:1]=[C:20]([CH3:22])[CH:21]=1. (2) The product is: [CH:1]1[C:13]2[CH:12]([CH2:17][CH2:16][CH:15]3[C:14]4[CH:21]=[CH:20][CH:8]=[CH:7][C:6]=4[C:5]4[C:4]3=[CH:3][CH:2]=[CH:1][CH:13]=4)[C:11]3[C:6](=[CH:7][CH:8]=[CH:9][CH:10]=3)[C:5]=2[CH:4]=[CH:3][CH:2]=1. Given the reactants [CH:1]1[C:13]2[CH2:12][C:11]3[C:6](=[CH:7][CH:8]=[CH:9][CH:10]=3)[C:5]=2[CH:4]=[CH:3][CH:2]=1.[CH2:14]([Li])[CH2:15][CH2:16][CH3:17].Br[CH:20](Br)[CH3:21], predict the reaction product. (3) Given the reactants [C:1]([O:5][C:6]([N:8]([CH2:26][C:27]([O:29][C:30]([CH3:33])([CH3:32])[CH3:31])=[O:28])[C:9]1[CH:14]=[CH:13][CH:12]=[C:11]([CH2:15][NH:16][S:17]([C:20]2[CH:21]=[N:22][CH:23]=[CH:24][CH:25]=2)(=[O:19])=[O:18])[N:10]=1)=[O:7])([CH3:4])([CH3:3])[CH3:2].[CH2:34]([C:36]([C:40]1[CH:47]=[CH:46][C:43]([CH2:44]O)=[CH:42][CH:41]=1)([CH3:39])[CH2:37][CH3:38])[CH3:35].C(P(CCCC)CCCC)CCC.CN(C)C(N=NC(N(C)C)=O)=O, predict the reaction product. The product is: [C:1]([O:5][C:6]([N:8]([CH2:26][C:27]([O:29][C:30]([CH3:33])([CH3:32])[CH3:31])=[O:28])[C:9]1[CH:14]=[CH:13][CH:12]=[C:11]([CH:15]([CH2:44][C:43]2[CH:46]=[CH:47][C:40]([C:36]([CH2:37][CH3:38])([CH3:39])[CH2:34][CH3:35])=[CH:41][CH:42]=2)[NH:16][S:17]([C:20]2[CH:21]=[N:22][CH:23]=[CH:24][CH:25]=2)(=[O:19])=[O:18])[N:10]=1)=[O:7])([CH3:4])([CH3:3])[CH3:2]. (4) Given the reactants [NH:1]1[C:9]2[C:4](=[C:5]([O:10][C:11]3[CH:20]=[C:19]([N:21]4[CH2:26][CH2:25][NH:24][CH2:23][CH2:22]4)[CH:18]=[CH:17][C:12]=3[C:13]([O:15][CH3:16])=[O:14])[CH:6]=[CH:7][CH:8]=2)[CH:3]=[CH:2]1.[Br:27]N1C(=O)CCC1=O, predict the reaction product. The product is: [Br:27][C:3]1[C:4]2[C:9](=[CH:8][CH:7]=[CH:6][C:5]=2[O:10][C:11]2[CH:20]=[C:19]([N:21]3[CH2:26][CH2:25][NH:24][CH2:23][CH2:22]3)[CH:18]=[CH:17][C:12]=2[C:13]([O:15][CH3:16])=[O:14])[NH:1][CH:2]=1.